This data is from Reaction yield outcomes from USPTO patents with 853,638 reactions. The task is: Predict the reaction yield, written as a fraction of the theoretical maximum amount of product (1.0 means a 100% yield; for example, 0.34 means a 34% yield). (1) The reactants are C(OC([N:8]1[C:16]2[C:11](=[CH:12][CH:13]=[C:14]([CH2:17][N:18]3[CH2:23][CH2:22][CH2:21][CH2:20][CH2:19]3)[CH:15]=2)[CH:10]=[C:9]1[C:24]1[CH:29]=[C:28]([C:30]2[CH:35]=[CH:34][N:33]=[CH:32][CH:31]=2)[N:27]=[N:26][C:25]=1[O:36][CH3:37])=O)(C)(C)C.FC(F)(F)C(O)=O. The catalyst is ClCCl.O. The product is [CH3:37][O:36][C:25]1[N:26]=[N:27][C:28]([C:30]2[CH:31]=[CH:32][N:33]=[CH:34][CH:35]=2)=[CH:29][C:24]=1[C:9]1[NH:8][C:16]2[C:11]([CH:10]=1)=[CH:12][CH:13]=[C:14]([CH2:17][N:18]1[CH2:19][CH2:20][CH2:21][CH2:22][CH2:23]1)[CH:15]=2. The yield is 1.00. (2) The reactants are [I:1][C:2]1[C:10]2[CH:9]=[N:8][CH:7]=[N:6][C:5]=2[NH:4][CH:3]=1.[H-].[Na+].[CH3:13][Si:14]([CH3:21])([CH3:20])[CH2:15][CH2:16][O:17][CH2:18]Cl.O. The catalyst is CN(C=O)C. The product is [I:1][C:2]1[C:10]2[CH:9]=[N:8][CH:7]=[N:6][C:5]=2[N:4]([CH2:18][O:17][CH2:16][CH2:15][Si:14]([CH3:21])([CH3:20])[CH3:13])[CH:3]=1. The yield is 0.610. (3) The reactants are C([O:3][C:4](=O)[CH:5]=[C:6]1[CH2:9][N:8]([CH:10]([C:17]2[CH:22]=[CH:21][CH:20]=[CH:19][CH:18]=2)[C:11]2[CH:16]=[CH:15][CH:14]=[CH:13][CH:12]=2)[CH2:7]1)C.[H-].[Al+3].[Li+].[H-].[H-].[H-].C(OCC)C.[OH-].[Na+]. The catalyst is O1CCCC1.O. The product is [CH:10]([N:8]1[CH2:9][CH:6]([CH2:5][CH2:4][OH:3])[CH2:7]1)([C:17]1[CH:22]=[CH:21][CH:20]=[CH:19][CH:18]=1)[C:11]1[CH:12]=[CH:13][CH:14]=[CH:15][CH:16]=1. The yield is 0.990. (4) The reactants are [Cl:1][C:2]1[CH:11]=[CH:10][C:9]([NH:12][S:13]([C:16]2[CH:21]=[C:20]([F:22])[C:19]([F:23])=[CH:18][C:17]=2[N+:24]([O-])=O)(=[O:15])=[O:14])=[C:8]2[C:3]=1[CH:4]=[CH:5][CH:6]=[N:7]2.Cl[Sn]Cl. The catalyst is Cl.CCO. The product is [NH2:24][C:17]1[CH:18]=[C:19]([F:23])[C:20]([F:22])=[CH:21][C:16]=1[S:13]([NH:12][C:9]1[CH:10]=[CH:11][C:2]([Cl:1])=[C:3]2[C:8]=1[N:7]=[CH:6][CH:5]=[CH:4]2)(=[O:14])=[O:15]. The yield is 0.720. (5) The reactants are C(O[C:6](=[O:50])[N:7]([CH:37]1[CH2:42][CH2:41][N:40]([CH2:43][C:44]2[CH:49]=[CH:48][CH:47]=[CH:46][CH:45]=2)[CH2:39][CH2:38]1)[CH2:8][C:9]1[N:10]=[C:11]([CH2:33][N:34]([CH3:36])[CH3:35])[N:12](C(C2C=CC=CC=2)(C2C=CC=CC=2)C2C=CC=CC=2)[CH:13]=1)(C)(C)C. The catalyst is FC(F)(F)C(O)=O.O.ClCCl. The product is [CH2:43]([N:40]1[CH2:41][CH2:42][CH:37]([N:7]2[CH2:8][C:9]3=[CH:13][N:12]=[C:11]([CH2:33][N:34]([CH3:35])[CH3:36])[N:10]3[C:6]2=[O:50])[CH2:38][CH2:39]1)[C:44]1[CH:49]=[CH:48][CH:47]=[CH:46][CH:45]=1. The yield is 0.670. (6) The reactants are Cl[C:2]1[N:7]=[CH:6][N:5]=[C:4]([NH2:8])[C:3]=1[C:9]1[O:10][C:11]([CH3:14])=[CH:12][N:13]=1.[NH2:15][CH:16]([C:19]1[N:28]([C:29]2[CH:34]=[CH:33][CH:32]=[CH:31][C:30]=2[CH3:35])[C:27](=[O:36])[C:26]2[C:21](=[CH:22][CH:23]=[CH:24][C:25]=2[CH3:37])[N:20]=1)[CH2:17][CH3:18].CCN(C(C)C)C(C)C.CCOC(C)=O. The catalyst is CCCCO. The product is [NH2:8][C:4]1[N:5]=[CH:6][N:7]=[C:2]([NH:15][C@H:16]([C:19]2[N:28]([C:29]3[CH:34]=[CH:33][CH:32]=[CH:31][C:30]=3[CH3:35])[C:27](=[O:36])[C:26]3[C:21](=[CH:22][CH:23]=[CH:24][C:25]=3[CH3:37])[N:20]=2)[CH2:17][CH3:18])[C:3]=1[C:9]1[O:10][C:11]([CH3:14])=[CH:12][N:13]=1. The yield is 0.700.